This data is from Catalyst prediction with 721,799 reactions and 888 catalyst types from USPTO. The task is: Predict which catalyst facilitates the given reaction. (1) Reactant: [CH3:1][N:2]([CH3:13])[C:3]1[CH:8]=[CH:7][C:6]([CH2:9][C:10]([OH:12])=O)=[CH:5][CH:4]=1.C([N:16]([CH2:19][CH3:20])CC)C.[CH2:21]([O:25]C(Cl)=O)C(C)C.C1(/C=[C:36](\C)/[CH:37]=[CH:38]/[C:39](Cl)=[O:40])C=CC=CC=1. The catalyst class is: 334. Product: [CH3:21][O:25][C:39](=[O:40])[CH2:38][CH2:37][CH2:36][CH2:20][CH2:19][NH:16][C:10](=[O:12])[CH2:9][C:6]1[CH:5]=[CH:4][C:3]([N:2]([CH3:1])[CH3:13])=[CH:8][CH:7]=1. (2) Reactant: [Br:1][C:2]1[C:3]([C:10]2[CH:15]=[CH:14][C:13]([Cl:16])=[CH:12][CH:11]=2)=[CH:4][C:5]([NH:8][NH2:9])=[N:6][CH:7]=1.[CH3:17][C:18]1[C:23]([CH2:24][C:25](O)=[O:26])=[CH:22][CH:21]=[C:20]([C:28]([F:31])([F:30])[F:29])[N:19]=1.C(N(C(C)C)C(C)C)C.F[P-](F)(F)(F)(F)F.Br[P+](N1CCCC1)(N1CCCC1)N1CCCC1.BrC1C(C2C=CC(Cl)=CC=2)=CC(NNC(=O)CC2C=NC(C(F)(F)F)=CC=2)=NC=1. Product: [Br:1][C:2]1[C:3]([C:10]2[CH:11]=[CH:12][C:13]([Cl:16])=[CH:14][CH:15]=2)=[CH:4][C:5]([NH:8][NH:9][C:25](=[O:26])[CH2:24][C:23]2[C:18]([CH3:17])=[N:19][C:20]([C:28]([F:29])([F:31])[F:30])=[CH:21][CH:22]=2)=[N:6][CH:7]=1. The catalyst class is: 23. (3) Reactant: [C:1]([O:5][C:6]([N:8]1[CH:12]([CH3:13])[C:11]2[CH:14]=[C:15](Br)[S:16][C:10]=2[CH2:9]1)=[O:7])([CH3:4])([CH3:3])[CH3:2].C([Li])CCC.[CH2:23]([Sn:27](Cl)([CH2:32][CH2:33][CH2:34][CH3:35])[CH2:28][CH2:29][CH2:30][CH3:31])[CH2:24][CH2:25][CH3:26].CO. Product: [CH3:13][CH:12]1[N:8]([C:6]([O:5][C:1]([CH3:4])([CH3:3])[CH3:2])=[O:7])[CH2:9][C:10]2[S:16][C:15]([Sn:27]([CH2:28][CH2:29][CH2:30][CH3:31])([CH2:32][CH2:33][CH2:34][CH3:35])[CH2:23][CH2:24][CH2:25][CH3:26])=[CH:14][C:11]1=2. The catalyst class is: 27. (4) Reactant: [CH2:1]([N:3]([N:5]=[CH:6][N:7]1[CH2:12][CH2:11][N:10](C=O)[CH2:9][CH2:8]1)[NH2:4])[CH3:2]. Product: [CH2:1]([N:3]([N:5]=[CH:6][N:7]1[CH2:8][CH2:9][NH:10][CH2:11][CH2:12]1)[NH2:4])[CH3:2]. The catalyst class is: 33. (5) Reactant: C(OC([NH:8][CH2:9][CH:10]1[CH2:15][CH2:14][N:13]([CH2:16][C:17]2([C:21]([OH:23])=[O:22])[CH2:20][CH2:19][CH2:18]2)[CH2:12][CH2:11]1)=O)(C)(C)C.O.[C:25]1([CH3:35])[CH:30]=[CH:29][C:28]([S:31]([OH:34])(=[O:33])=[O:32])=[CH:27][CH:26]=1.C(N(CC)CC)C. Product: [CH3:35][C:25]1[CH:26]=[CH:27][C:28]([S:31]([OH:34])(=[O:33])=[O:32])=[CH:29][CH:30]=1.[NH2:8][CH2:9][CH:10]1[CH2:15][CH2:14][N:13]([CH2:16][C:17]2([C:21]([OH:23])=[O:22])[CH2:20][CH2:19][CH2:18]2)[CH2:12][CH2:11]1. The catalyst class is: 7.